From a dataset of NCI-60 drug combinations with 297,098 pairs across 59 cell lines. Regression. Given two drug SMILES strings and cell line genomic features, predict the synergy score measuring deviation from expected non-interaction effect. (1) Drug 1: C1=NC2=C(N1)C(=S)N=CN2. Drug 2: C1C(C(OC1N2C=NC(=NC2=O)N)CO)O. Cell line: T-47D. Synergy scores: CSS=-2.35, Synergy_ZIP=1.87, Synergy_Bliss=3.91, Synergy_Loewe=-0.897, Synergy_HSA=-0.219. (2) Drug 1: CC1=C(C=C(C=C1)NC2=NC=CC(=N2)N(C)C3=CC4=NN(C(=C4C=C3)C)C)S(=O)(=O)N.Cl. Drug 2: CN(C(=O)NC(C=O)C(C(C(CO)O)O)O)N=O. Cell line: NCI/ADR-RES. Synergy scores: CSS=-3.48, Synergy_ZIP=0.471, Synergy_Bliss=-3.00, Synergy_Loewe=-4.46, Synergy_HSA=-4.82. (3) Drug 1: CC12CCC3C(C1CCC2O)C(CC4=C3C=CC(=C4)O)CCCCCCCCCS(=O)CCCC(C(F)(F)F)(F)F. Drug 2: C1=CN(C=N1)CC(O)(P(=O)(O)O)P(=O)(O)O. Cell line: SF-295. Synergy scores: CSS=-3.89, Synergy_ZIP=2.31, Synergy_Bliss=-2.32, Synergy_Loewe=-4.23, Synergy_HSA=-5.08. (4) Drug 1: C1CCC(CC1)NC(=O)N(CCCl)N=O. Drug 2: CC(C)(C#N)C1=CC(=CC(=C1)CN2C=NC=N2)C(C)(C)C#N. Cell line: K-562. Synergy scores: CSS=19.4, Synergy_ZIP=-6.13, Synergy_Bliss=-2.36, Synergy_Loewe=-3.10, Synergy_HSA=-3.12. (5) Drug 1: CC1=CC2C(CCC3(C2CCC3(C(=O)C)OC(=O)C)C)C4(C1=CC(=O)CC4)C. Drug 2: CN(CCCl)CCCl.Cl. Cell line: HCT-15. Synergy scores: CSS=17.9, Synergy_ZIP=-1.46, Synergy_Bliss=6.31, Synergy_Loewe=-7.11, Synergy_HSA=1.61. (6) Drug 1: CN1CCC(CC1)COC2=C(C=C3C(=C2)N=CN=C3NC4=C(C=C(C=C4)Br)F)OC. Drug 2: CC1OCC2C(O1)C(C(C(O2)OC3C4COC(=O)C4C(C5=CC6=C(C=C35)OCO6)C7=CC(=C(C(=C7)OC)O)OC)O)O. Cell line: HT29. Synergy scores: CSS=14.3, Synergy_ZIP=4.67, Synergy_Bliss=5.98, Synergy_Loewe=2.35, Synergy_HSA=5.45. (7) Drug 1: CCN(CC)CCCC(C)NC1=C2C=C(C=CC2=NC3=C1C=CC(=C3)Cl)OC. Drug 2: C1CNP(=O)(OC1)N(CCCl)CCCl. Cell line: MDA-MB-231. Synergy scores: CSS=9.19, Synergy_ZIP=-3.75, Synergy_Bliss=3.46, Synergy_Loewe=-13.6, Synergy_HSA=2.04.